From a dataset of Full USPTO retrosynthesis dataset with 1.9M reactions from patents (1976-2016). Predict the reactants needed to synthesize the given product. (1) Given the product [CH:18]1([C:17]2[CH:20]=[CH:21][C:14]([OH:13])=[CH:15][CH:16]=2)[C:5]2[NH:6][C:7]3[C:12](=[CH:11][CH:10]=[CH:9][CH:8]=3)[C:4]=2[CH2:3][CH2:2][NH:1]1, predict the reactants needed to synthesize it. The reactants are: [NH2:1][CH2:2][CH2:3][C:4]1[C:12]2[C:7](=[CH:8][CH:9]=[CH:10][CH:11]=2)[NH:6][CH:5]=1.[OH:13][C:14]1[CH:21]=[CH:20][C:17]([CH:18]=O)=[CH:16][CH:15]=1.FC(F)(F)C(O)=O. (2) Given the product [CH3:1][O:2][C:3]1[C:8]([CH2:9][OH:10])=[CH:7][N:6]=[C:5]([S:14][CH3:15])[N:4]=1, predict the reactants needed to synthesize it. The reactants are: [CH3:1][O:2][C:3]1[C:8]([C:9](OCC)=[O:10])=[CH:7][N:6]=[C:5]([S:14][CH3:15])[N:4]=1.[H-].[H-].[H-].[H-].[Li+].[Al+3]. (3) Given the product [CH:1]([C:4]1[CH:9]=[CH:8][C:7]([C:10]2[N:14]([CH2:15][CH2:16][O:17][CH3:18])[C:13]3[C:19]([O:31][CH3:32])=[CH:20][C:21]([CH:23]([O:24][S:43]([CH3:42])(=[O:45])=[O:44])[C:25]4[CH:30]=[CH:29][CH:28]=[CH:27][N:26]=4)=[CH:22][C:12]=3[N:11]=2)=[CH:6][CH:5]=1)([CH3:3])[CH3:2], predict the reactants needed to synthesize it. The reactants are: [CH:1]([C:4]1[CH:9]=[CH:8][C:7]([C:10]2[N:14]([CH2:15][CH2:16][O:17][CH3:18])[C:13]3[C:19]([O:31][CH3:32])=[CH:20][C:21]([CH:23]([C:25]4[CH:30]=[CH:29][CH:28]=[CH:27][N:26]=4)[OH:24])=[CH:22][C:12]=3[N:11]=2)=[CH:6][CH:5]=1)([CH3:3])[CH3:2].C(N(C(C)C)C(C)C)C.[CH3:42][S:43](Cl)(=[O:45])=[O:44]. (4) Given the product [F:23][C:24]1[CH:39]=[C:38]([F:40])[CH:37]=[CH:36][C:25]=1[CH2:26][N:27]([CH2:28][CH2:29][CH2:30][CH2:31][CH2:32][CH2:33][CH2:34][CH3:35])[C:12](=[O:14])[CH2:11][O:10][C:9]1[CH:8]=[CH:7][C:6]([CH2:5][C@H:4]([O:3][CH2:1][CH3:2])[C:17]([O:19][CH2:20][CH3:21])=[O:18])=[CH:16][CH:15]=1, predict the reactants needed to synthesize it. The reactants are: [CH2:1]([O:3][C@H:4]([C:17]([O:19][CH2:20][CH3:21])=[O:18])[CH2:5][C:6]1[CH:16]=[CH:15][C:9]([O:10][CH2:11][C:12]([OH:14])=O)=[CH:8][CH:7]=1)[CH3:2].Cl.[F:23][C:24]1[CH:39]=[C:38]([F:40])[CH:37]=[CH:36][C:25]=1[CH2:26][NH:27][CH2:28][CH2:29][CH2:30][CH2:31][CH2:32][CH2:33][CH2:34][CH3:35].C(N(CC)C(C)C)(C)C.Cl.C(N=C=NCCCN(C)C)C. (5) Given the product [CH2:2]([C:11]1[CH:24]=[CH:23][C:14]2[C:15]3[CH:16]=[CH:17][CH:18]=[N:19][C:20]=3[CH2:21][CH2:22][C:13]=2[CH:12]=1)[C:3]1[CH:8]=[CH:7][CH:6]=[CH:5][CH:4]=1, predict the reactants needed to synthesize it. The reactants are: [Br-].[CH2:2]([Zn+])[C:3]1[CH:8]=[CH:7][CH:6]=[CH:5][CH:4]=1.Br[C:11]1[CH:24]=[CH:23][C:14]2[C:15]3[CH:16]=[CH:17][CH:18]=[N:19][C:20]=3[CH2:21][CH2:22][C:13]=2[CH:12]=1.[NH4+].[Cl-]. (6) Given the product [C:1]([CH2:3][C@@H:4]1[C:9]2[N:10]=[C:11]([C:21]3[CH:26]=[CH:25][C:24]([NH:27][C:28]([NH:30][CH2:31][CH3:32])=[O:29])=[CH:23][CH:22]=3)[N:12]=[C:13]([N:14]3[CH2:19][CH2:18][O:17][CH2:16][C@@H:15]3[CH3:20])[C:8]=2[CH2:7][CH2:6][N:5]1[CH2:33][CH3:34])#[N:2], predict the reactants needed to synthesize it. The reactants are: [C:1]([CH2:3][C@H:4]1[C:9]2[N:10]=[C:11]([C:21]3[CH:26]=[CH:25][C:24]([NH:27][C:28]([NH:30][CH2:31][CH3:32])=[O:29])=[CH:23][CH:22]=3)[N:12]=[C:13]([N:14]3[CH2:19][CH2:18][O:17][CH2:16][C@@H:15]3[CH3:20])[C:8]=2[CH2:7][CH2:6][N:5]1[CH2:33][CH3:34])#[N:2].C(N1CCC2C(N3CCOCC3)=NC(C3C=CC(NC(NCC)=O)=CC=3)=NC=2C1CC#N)(=O)C.Cl.[OH-].[Na+].CC1C=CC(COC(NNC(C2C=NC=CN=2)=O)=O)=CC=1.